Dataset: Catalyst prediction with 721,799 reactions and 888 catalyst types from USPTO. Task: Predict which catalyst facilitates the given reaction. (1) Reactant: [C:1]([O:5][C:6](=[O:13])[NH:7][C:8]1([C:11]#[N:12])[CH2:10][CH2:9]1)([CH3:4])([CH3:3])[CH3:2].[O-]CC.[Na+].[NH4+:18].[Cl-].N.CO. Product: [C:1]([O:5][C:6](=[O:13])[NH:7][C:8]1([C:11](=[NH:18])[NH2:12])[CH2:10][CH2:9]1)([CH3:4])([CH3:2])[CH3:3]. The catalyst class is: 14. (2) Reactant: [N+:1]([C:4]1[CH:13]=[CH:12][CH:11]=[CH:10][C:5]=1[C:6]([NH:8][NH2:9])=[O:7])([O-:3])=[O:2].C(=O)(O)[O-].[Na+].[CH:19]1([C:24](Cl)=[O:25])[CH2:23][CH2:22][CH2:21][CH2:20]1. Product: [CH:19]1([C:24]([NH:9][NH:8][C:6](=[O:7])[C:5]2[CH:10]=[CH:11][CH:12]=[CH:13][C:4]=2[N+:1]([O-:3])=[O:2])=[O:25])[CH2:23][CH2:22][CH2:21][CH2:20]1. The catalyst class is: 13. (3) Reactant: [C:1]([O:5][C:6]([NH:8][C@H:9]([C:11]1[C:20]([C:21]2[CH:26]=[CH:25][CH:24]=[CH:23][N:22]=2)=[C:19]([C:27]([OH:29])=O)[C:18]2[C:13](=[CH:14][CH:15]=[C:16]([F:30])[CH:17]=2)[N:12]=1)[CH3:10])=[O:7])([CH3:4])([CH3:3])[CH3:2].C1CN([P+](O[N:55]2N=[N:55][C:50]3[CH:51]=[CH:52][CH:52]=[CH:51][C:50]2=3)(N2CCCC2)N2CCCC2)CC1.F[P-](F)(F)(F)(F)F.CCN(C(C)C)C(C)C.C1(N)CC1. Product: [CH:50]1([NH:55][C:27]([C:19]2[C:18]3[C:13](=[CH:14][CH:15]=[C:16]([F:30])[CH:17]=3)[N:12]=[C:11]([C@@H:9]([NH:8][C:6](=[O:7])[O:5][C:1]([CH3:4])([CH3:3])[CH3:2])[CH3:10])[C:20]=2[C:21]2[CH:26]=[CH:25][CH:24]=[CH:23][N:22]=2)=[O:29])[CH2:52][CH2:51]1. The catalyst class is: 31. (4) Reactant: [CH2:1]([N:8]1[CH:12]=[C:11]([CH2:13][C:14]([O:16][CH2:17][CH3:18])=[O:15])[C:10]([OH:19])=[N:9]1)[C:2]1[CH:7]=[CH:6][CH:5]=[CH:4][CH:3]=1.Cl[CH2:21][C:22]1[CH:23]=[CH:24][C:25]([O:28][CH2:29][C:30]2[N:31]=[C:32]([C:36]3[CH:41]=[CH:40][CH:39]=[CH:38][CH:37]=3)[O:33][C:34]=2[CH3:35])=[N:26][CH:27]=1.C(=O)([O-])[O-].[K+].[K+].CN(C)C=O. Product: [CH2:1]([N:8]1[CH:12]=[C:11]([CH2:13][C:14]([O:16][CH2:17][CH3:18])=[O:15])[C:10]([O:19][CH2:21][C:22]2[CH:27]=[N:26][C:25]([O:28][CH2:29][C:30]3[N:31]=[C:32]([C:36]4[CH:41]=[CH:40][CH:39]=[CH:38][CH:37]=4)[O:33][C:34]=3[CH3:35])=[CH:24][CH:23]=2)=[N:9]1)[C:2]1[CH:3]=[CH:4][CH:5]=[CH:6][CH:7]=1. The catalyst class is: 6.